From a dataset of Peptide-MHC class II binding affinity with 134,281 pairs from IEDB. Regression. Given a peptide amino acid sequence and an MHC pseudo amino acid sequence, predict their binding affinity value. This is MHC class II binding data. (1) The peptide sequence is SQDLELSWNLNGLQAN. The MHC is DRB1_1302 with pseudo-sequence DRB1_1302. The binding affinity (normalized) is 0.520. (2) The peptide sequence is SERPAIVPPADKYRT. The MHC is HLA-DPA10201-DPB10101 with pseudo-sequence HLA-DPA10201-DPB10101. The binding affinity (normalized) is 0.128. (3) The peptide sequence is QLVPKLDEVYNAAYN. The binding affinity (normalized) is 0.111. The MHC is DRB1_1302 with pseudo-sequence DRB1_1302.